From a dataset of Catalyst prediction with 721,799 reactions and 888 catalyst types from USPTO. Predict which catalyst facilitates the given reaction. (1) Reactant: [F:1][C:2]1[C:11]2[C:6](=[CH:7][CH:8]=[CH:9][CH:10]=2)[C:5]([C@H:12]([NH:14][CH2:15][CH2:16][CH2:17][C@@H:18]2[CH2:27][C:26]3[C:21](=[CH:22][CH:23]=[CH:24][CH:25]=3)[CH:20]([OH:28])[CH2:19]2)[CH3:13])=[CH:4][CH:3]=1.[CH3:29][C:30]([O:33][C:34](O[C:34]([O:33][C:30]([CH3:32])([CH3:31])[CH3:29])=[O:35])=[O:35])([CH3:32])[CH3:31].O. Product: [F:1][C:2]1[C:11]2[C:6](=[CH:7][CH:8]=[CH:9][CH:10]=2)[C:5]([C@H:12]([N:14]([CH2:15][CH2:16][CH2:17][C@H:18]2[CH2:19][CH:20]([OH:28])[C:21]3[C:26](=[CH:25][CH:24]=[CH:23][CH:22]=3)[CH2:27]2)[C:34](=[O:35])[O:33][C:30]([CH3:32])([CH3:31])[CH3:29])[CH3:13])=[CH:4][CH:3]=1. The catalyst class is: 10. (2) Reactant: CCOP(ON1N=NC2C=CC=CC=2C1=O)(OCC)=O.[C:21]([O:25][C:26]([NH:28][C@@H:29]1[C:39]2[C:34](=[N:35][CH:36]=[CH:37][CH:38]=2)[C@H:33]([CH2:40][C:41]([OH:43])=O)[CH2:32][CH2:31][C@H:30]1[C:44]1[CH:49]=[CH:48][CH:47]=[C:46]([F:50])[C:45]=1[F:51])=[O:27])([CH3:24])([CH3:23])[CH3:22].[NH:52]1[CH2:57][CH2:56][CH:55]([N:58]2[C:66]3[C:61](=[N:62][CH:63]=[CH:64][CH:65]=3)[NH:60][C:59]2=[O:67])[CH2:54][CH2:53]1.C(N(CC)CC)C. Product: [F:51][C:45]1[C:46]([F:50])=[CH:47][CH:48]=[CH:49][C:44]=1[C@@H:30]1[CH2:31][CH2:32][C@@H:33]([CH2:40][C:41](=[O:43])[N:52]2[CH2:53][CH2:54][CH:55]([N:58]3[C:66]4[C:61](=[N:62][CH:63]=[CH:64][CH:65]=4)[NH:60][C:59]3=[O:67])[CH2:56][CH2:57]2)[C:34]2=[N:35][CH:36]=[CH:37][CH:38]=[C:39]2[C@H:29]1[NH:28][C:26](=[O:27])[O:25][C:21]([CH3:24])([CH3:23])[CH3:22]. The catalyst class is: 434.